Predict the product of the given reaction. From a dataset of Forward reaction prediction with 1.9M reactions from USPTO patents (1976-2016). (1) Given the reactants CN(C)/[CH:3]=[C:4]1\[CH2:5][CH2:6][CH2:7][C:8]([OH:17])(C2C=NC=CC=2)[C:9]\1=O.[N+]([O-])(O)=O.[N+]([O-])(O)=O.[CH3:27][O:28][C:29]1[CH:30]=[C:31]([NH:41][C:42]([NH2:44])=[NH:43])[CH:32]=[CH:33][C:34]=1[N:35]1[CH:39]=[C:38]([CH3:40])[N:37]=[CH:36]1.C(N(CC)CC)C, predict the reaction product. The product is: [CH3:27][O:28][C:29]1[CH:30]=[C:31]([NH:41][C:42]2[N:44]=[CH:3][C:4]3[CH2:5][CH2:6][CH2:7][CH:8]([OH:17])[C:9]=3[N:43]=2)[CH:32]=[CH:33][C:34]=1[N:35]1[CH:39]=[C:38]([CH3:40])[N:37]=[CH:36]1. (2) Given the reactants [NH2:1][C:2]1[N:7]=[C:6]([CH:8]=[O:9])[CH:5]=[CH:4][CH:3]=1.C1(C)C=CC(S([CH2:19][N+:20]#[C-:21])(=O)=O)=CC=1.C(=O)([O-])[O-].[K+].[K+], predict the reaction product. The product is: [O:9]1[C:8]([C:6]2[N:7]=[C:2]([NH2:1])[CH:3]=[CH:4][CH:5]=2)=[CH:21][N:20]=[CH:19]1. (3) Given the reactants [I:1][C:2]1[CH:7]=[CH:6][N:5]([C:8]2[CH:13]=[CH:12][CH:11]=[CH:10][CH:9]=2)[C:4](=[O:14])[C:3]=1[C:15](Cl)=[O:16].C(N(C(C)C)CC)(C)C.[CH3:27][O:28][C:29]1[CH:30]=[C:31]2[C:36](=[CH:37][C:38]=1[O:39][CH3:40])[N:35]=[CH:34][CH:33]=[C:32]2[O:41][C:42]1[CH:43]=[CH:44][C:45]([NH2:48])=[N:46][CH:47]=1, predict the reaction product. The product is: [CH3:27][O:28][C:29]1[CH:30]=[C:31]2[C:36](=[CH:37][C:38]=1[O:39][CH3:40])[N:35]=[CH:34][CH:33]=[C:32]2[O:41][C:42]1[CH:43]=[CH:44][C:45]([NH:48][C:15]([C:3]2[C:4](=[O:14])[N:5]([C:8]3[CH:13]=[CH:12][CH:11]=[CH:10][CH:9]=3)[CH:6]=[CH:7][C:2]=2[I:1])=[O:16])=[N:46][CH:47]=1. (4) Given the reactants [NH2:1][C:2]1[N:7]=[C:6]([C:8](O)=O)[CH:5]=[CH:4][CH:3]=1.NC1C=C(C(O)=O)C=CN=1.NC1C=C(C(O)=O)C=NC=1.[NH2:31][C:32]1[CH:37]=[CH:36][CH:35]=[CH:34][C:33]=1[NH2:38].[OH-].[Na+], predict the reaction product. The product is: [NH:31]1[C:32]2[CH:37]=[CH:36][CH:35]=[CH:34][C:33]=2[N:38]=[C:8]1[C:6]1[N:7]=[C:2]([NH2:1])[CH:3]=[CH:4][CH:5]=1. (5) Given the reactants [C:1]([O:5][C:6]([NH:8][C:9]1[S:10][CH:11]=[CH:12][N:13]=1)=[O:7])([CH3:4])([CH3:3])[CH3:2].C([Li])CCC.CCCCCC.C1C[O:28][CH2:27]C1, predict the reaction product. The product is: [C:1]([O:5][C:6]([NH:8][C:9]1[S:10][C:11]([CH:27]=[O:28])=[CH:12][N:13]=1)=[O:7])([CH3:4])([CH3:2])[CH3:3]. (6) Given the reactants [C:1]([C:3]1[CH:8]=[CH:7][C:6]([C:9]2[CH2:15][C@H:14]3[N:11]([C:12](=[O:19])[C@@H:13]3[C@H:16]([OH:18])[CH3:17])[C:10]=2[C:20]([O-:22])=[O:21])=[CH:5][CH:4]=1)#[N:2].[Na+].Cl[CH2:25][CH2:26][N:27]1[CH2:32][CH2:31][O:30][CH2:29][CH2:28]1, predict the reaction product. The product is: [C:1]([C:3]1[CH:8]=[CH:7][C:6]([C:9]2[CH2:15][C@H:14]3[N:11]([C:12](=[O:19])[C@@H:13]3[C@H:16]([OH:18])[CH3:17])[C:10]=2[C:20]([O:22][CH2:25][CH2:26][N:27]2[CH2:32][CH2:31][O:30][CH2:29][CH2:28]2)=[O:21])=[CH:5][CH:4]=1)#[N:2]. (7) Given the reactants [Br:1][C:2]1[CH:7]=[C:6]([CH:8]([CH3:10])[CH3:9])[CH:5]=[CH:4][C:3]=1[OH:11].C(=O)([O-])[O-].[K+].[K+].C(Br)C=C.[CH2:22]([O:25]CC=C)[CH:23]=[CH2:24].C(C1C=C(C(C)C)C=C(Br)C=1O)C=C.ClC1C=C(C=CC=1)C(OO)=O, predict the reaction product. The product is: [Br:1][C:2]1[C:3]2[O:11][CH:23]([CH2:22][OH:25])[CH2:24][C:4]=2[CH:5]=[C:6]([CH:8]([CH3:9])[CH3:10])[CH:7]=1.